This data is from Catalyst prediction with 721,799 reactions and 888 catalyst types from USPTO. The task is: Predict which catalyst facilitates the given reaction. Reactant: Br[C:2]1[CH:3]=[C:4]([C:12]([CH3:18])([CH3:17])[C:13]([O:15][CH3:16])=[O:14])[CH:5]=[C:6]([CH:10]=[O:11])[C:7]=1[O:8][CH3:9].[CH3:19][O:20][C:21]1[CH:26]=[CH:25][C:24]([C:27]#[N:28])=[CH:23][C:22]=1B(O)O.C(NC(C)C)(C)C. Product: [C:27]([C:24]1[CH:23]=[CH:22][C:21]([O:20][CH3:19])=[C:26]([C:2]2[C:7]([O:8][CH3:9])=[C:6]([CH:10]=[O:11])[CH:5]=[C:4]([C:12]([CH3:18])([CH3:17])[C:13]([O:15][CH3:16])=[O:14])[CH:3]=2)[CH:25]=1)#[N:28]. The catalyst class is: 1.